The task is: Predict which catalyst facilitates the given reaction.. This data is from Catalyst prediction with 721,799 reactions and 888 catalyst types from USPTO. (1) Reactant: [Br:1][C:2]1[CH:3]=[CH:4][C:5]2[C:11]3[S:12][C:13]([C:15]([NH:17][C:18]4[CH:23]=[CH:22][C:21]([C:24](=[O:28])[N:25]([CH3:27])[CH3:26])=[CH:20][C:19]=4[Cl:29])=[O:16])=[CH:14][C:10]=3[CH2:9][CH2:8][O:7][C:6]=2[CH:30]=1.[C:31]([O-])([O-])=O.[Cs+].[Cs+].CI. Product: [Br:1][C:2]1[CH:3]=[CH:4][C:5]2[C:11]3[S:12][C:13]([C:15]([N:17]([C:18]4[CH:23]=[CH:22][C:21]([C:24](=[O:28])[N:25]([CH3:27])[CH3:26])=[CH:20][C:19]=4[Cl:29])[CH3:31])=[O:16])=[CH:14][C:10]=3[CH2:9][CH2:8][O:7][C:6]=2[CH:30]=1. The catalyst class is: 3. (2) Reactant: [CH2:1]([CH:3]([C:6]1[C:7]2[N:8]([C:13]([C:17]3[S:21][C:20]([N:22]4[CH2:31][CH2:30][C:25]5(OCC[O:26]5)[CH2:24][CH2:23]4)=[N:19][C:18]=3[CH3:32])=[C:14]([CH3:16])[N:15]=2)[N:9]=[C:10]([CH3:12])[CH:11]=1)[CH2:4][CH3:5])[CH3:2].C([O-])(O)=O.[Na+]. Product: [CH2:1]([CH:3]([C:6]1[C:7]2[N:8]([C:13]([C:17]3[S:21][C:20]([N:22]4[CH2:31][CH2:30][C:25](=[O:26])[CH2:24][CH2:23]4)=[N:19][C:18]=3[CH3:32])=[C:14]([CH3:16])[N:15]=2)[N:9]=[C:10]([CH3:12])[CH:11]=1)[CH2:4][CH3:5])[CH3:2]. The catalyst class is: 33. (3) The catalyst class is: 81. Reactant: [CH:1]1([NH:7][C:8]2[CH:17]=[C:16]3[C:11]([C:12](=[O:32])[N:13]([CH2:22][CH2:23][NH:24]C(=O)OC(C)(C)C)[C:14](=[O:21])[N:15]3[CH:18]([CH3:20])[CH3:19])=[CH:10][C:9]=2[F:33])[CH2:6][CH2:5][CH2:4][CH2:3][CH2:2]1.C(OC(=O)C)C.[ClH:40]. Product: [ClH:40].[ClH:40].[NH2:24][CH2:23][CH2:22][N:13]1[C:12](=[O:32])[C:11]2[C:16](=[CH:17][C:8]([NH:7][CH:1]3[CH2:2][CH2:3][CH2:4][CH2:5][CH2:6]3)=[C:9]([F:33])[CH:10]=2)[N:15]([CH:18]([CH3:19])[CH3:20])[C:14]1=[O:21]. (4) The catalyst class is: 25. Reactant: [CH2:1]([O:8][C:9]([NH:11][C@H:12]([C:24]1[CH:29]=[CH:28][CH:27]=[CH:26][CH:25]=1)[C:13]([O:15][C@@H:16]1[CH:21]2[CH2:22][CH2:23][N:18]([CH2:19][CH2:20]2)[CH2:17]1)=[O:14])=[O:10])[C:2]1[CH:7]=[CH:6][CH:5]=[CH:4][CH:3]=1.[Br:30][CH2:31][C:32]([C:34]1[CH:39]=[CH:38][CH:37]=[CH:36][CH:35]=1)=[O:33]. Product: [Br-:30].[CH2:1]([O:8][C:9]([NH:11][C@H:12]([C:24]1[CH:29]=[CH:28][CH:27]=[CH:26][CH:25]=1)[C:13]([O:15][C@@H:16]1[CH:21]2[CH2:20][CH2:19][N+:18]([CH2:31][C:32](=[O:33])[C:34]3[CH:39]=[CH:38][CH:37]=[CH:36][CH:35]=3)([CH2:23][CH2:22]2)[CH2:17]1)=[O:14])=[O:10])[C:2]1[CH:7]=[CH:6][CH:5]=[CH:4][CH:3]=1. (5) Reactant: [CH:1]1([CH2:6][CH:7]([C:11]2[CH:16]=[CH:15][CH:14]=[C:13]([C:17]([F:20])([F:19])[F:18])[CH:12]=2)[C:8]([OH:10])=O)[CH2:5][CH2:4][CH2:3][CH2:2]1.C(Cl)(=O)C(Cl)=O.C(N(CC)C(C)C)(C)C.[NH2:36][C:37]1[CH:42]=[CH:41][N:40]=[CH:39][N:38]=1. Product: [CH:1]1([CH2:6][CH:7]([C:11]2[CH:16]=[CH:15][CH:14]=[C:13]([C:17]([F:20])([F:19])[F:18])[CH:12]=2)[C:8]([NH:36][C:37]2[CH:42]=[CH:41][N:40]=[CH:39][N:38]=2)=[O:10])[CH2:2][CH2:3][CH2:4][CH2:5]1. The catalyst class is: 832. (6) Reactant: [NH2:1][C:2]1[C:7](=[N:8][C:9]2[CH:14]=[CH:13][C:12]([NH2:15])=[CH:11][C:10]=2[CH3:16])[CH:6]=[C:5]([CH3:17])[C:4](=[O:18])[C:3]=1[Cl:19].[NH2:20][C:21]1[C:26](=[N:27][C:28]2[CH:33]=[CH:32][C:31]([NH2:34])=[C:30]([CH3:35])[CH:29]=2)[CH:25]=[C:24]([CH3:36])[C:23](=[O:37])[C:22]=1[Cl:38].S(S([O-])=O)([O-])=O.[Na+].[Na+]. Product: [NH2:1][C:2]1[C:3]([Cl:19])=[C:4]([OH:18])[C:5]([CH3:17])=[CH:6][C:7]=1[NH:8][C:9]1[CH:14]=[CH:13][C:12]([NH2:15])=[CH:11][C:10]=1[CH3:16].[NH2:20][C:21]1[C:22]([Cl:38])=[C:23]([OH:37])[C:24]([CH3:36])=[CH:25][C:26]=1[NH:27][C:28]1[CH:33]=[CH:32][C:31]([NH2:34])=[C:30]([CH3:35])[CH:29]=1. The catalyst class is: 273. (7) Reactant: Br[C:2]1[C:3](=[O:25])[CH2:4][CH2:5][C:6]2([CH2:17][C:18]3[CH:23]=[CH:22][C:21]([Cl:24])=[CH:20][CH:19]=3)[C:14]=1[C:13]1[C:8](=[CH:9][C:10]([O:15][CH3:16])=[CH:11][CH:12]=1)[CH2:7]2.C([Sn](CCCC)(CCCC)[C:31]1[CH:36]=[CH:35][C:34]([O:37][CH2:38][O:39][CH3:40])=[CH:33][CH:32]=1)CCC. Product: [Cl:24][C:21]1[CH:22]=[CH:23][C:18]([CH2:17][C:6]23[CH2:5][CH2:4][C:3](=[O:25])[C:2]([C:31]4[CH:36]=[CH:35][C:34]([O:37][CH2:38][O:39][CH3:40])=[CH:33][CH:32]=4)=[C:14]2[C:13]2[C:8](=[CH:9][C:10]([O:15][CH3:16])=[CH:11][CH:12]=2)[CH2:7]3)=[CH:19][CH:20]=1. The catalyst class is: 109. (8) Product: [CH3:2][O:4][C:5]1[CH:6]=[C:55]2[C:50](=[CH:51][CH:52]=1)[C:49](=[O:8])[NH:48][CH:53]=[CH:54]2. The catalyst class is: 95. Reactant: Cl[C:2]([O:4][CH2:5][CH3:6])=O.C[O:8]C1C=C(C=CC=1)C=CC(O)=O.C(N(CC)CC)C.[N-]=[N+]=[N-].[Na+].C1(CC2C=CC=CC=2)C=CC=CC=1.C([N:48]([CH2:53][CH2:54][CH2:55]C)[CH2:49][CH2:50][CH2:51][CH3:52])CCC. (9) Reactant: C(=O)([O-])[O-].[Na+].[Na+].[O:7]([C:14]1[CH:19]=[CH:18][C:17](B(O)O)=[CH:16][CH:15]=1)[C:8]1[CH:13]=[CH:12][CH:11]=[CH:10][CH:9]=1.[Cl:23][C:24]1[CH:29]=[CH:28][N:27]=[C:26]([NH2:30])[C:25]=1I. Product: [Cl:23][C:24]1[CH:29]=[CH:28][N:27]=[C:26]([NH2:30])[C:25]=1[C:17]1[CH:18]=[CH:19][C:14]([O:7][C:8]2[CH:13]=[CH:12][CH:11]=[CH:10][CH:9]=2)=[CH:15][CH:16]=1. The catalyst class is: 108.